From a dataset of Reaction yield outcomes from USPTO patents with 853,638 reactions. Predict the reaction yield, written as a fraction of the theoretical maximum amount of product (1.0 means a 100% yield; for example, 0.34 means a 34% yield). (1) The reactants are [NH2:1][C:2]1[CH:7]=[CH:6][C:5]([CH2:8][C@H:9]([NH:15][C:16]([O:18][C:19]([CH3:22])([CH3:21])[CH3:20])=[O:17])[C:10]([O:12][CH2:13][CH3:14])=[O:11])=[CH:4][CH:3]=1.CC[N:25]([CH:29]([CH3:31])C)[CH:26]([CH3:28])C.CO.C(Cl)Cl. The catalyst is C(OCCO)C. The product is [C:19]([O:18][C:16]([NH:15][C@@H:9]([CH2:8][C:5]1[CH:4]=[CH:3][C:2]([NH:1][C:26]2[C:28]3[C:31](=[CH:29][N:25]=[CH:26][CH:28]=3)[CH:31]=[CH:29][N:25]=2)=[CH:7][CH:6]=1)[C:10]([O:12][CH2:13][CH3:14])=[O:11])=[O:17])([CH3:21])([CH3:20])[CH3:22]. The yield is 0.420. (2) The reactants are [CH3:1][C:2]1([CH3:16])[CH2:7][C:6]([CH3:9])([CH3:8])[CH2:5][C:4](=[CH:10]C(OCC)=O)[CH2:3]1.[Li][CH3:18].[NH4+].[Cl-].C([O:23][CH2:24][CH3:25])C. No catalyst specified. The product is [CH3:18][C:24]([OH:23])([CH3:25])[CH:10]=[C:4]1[CH2:3][C:2]([CH3:16])([CH3:1])[CH2:7][C:6]([CH3:8])([CH3:9])[CH2:5]1. The yield is 0.860.